Dataset: NCI-60 drug combinations with 297,098 pairs across 59 cell lines. Task: Regression. Given two drug SMILES strings and cell line genomic features, predict the synergy score measuring deviation from expected non-interaction effect. (1) Drug 1: CCC1(CC2CC(C3=C(CCN(C2)C1)C4=CC=CC=C4N3)(C5=C(C=C6C(=C5)C78CCN9C7C(C=CC9)(C(C(C8N6C=O)(C(=O)OC)O)OC(=O)C)CC)OC)C(=O)OC)O.OS(=O)(=O)O. Drug 2: C#CCC(CC1=CN=C2C(=N1)C(=NC(=N2)N)N)C3=CC=C(C=C3)C(=O)NC(CCC(=O)O)C(=O)O. Cell line: HL-60(TB). Synergy scores: CSS=81.2, Synergy_ZIP=1.47, Synergy_Bliss=-1.21, Synergy_Loewe=0.459, Synergy_HSA=0.562. (2) Drug 1: CCC1=CC2CC(C3=C(CN(C2)C1)C4=CC=CC=C4N3)(C5=C(C=C6C(=C5)C78CCN9C7C(C=CC9)(C(C(C8N6C)(C(=O)OC)O)OC(=O)C)CC)OC)C(=O)OC.C(C(C(=O)O)O)(C(=O)O)O. Drug 2: CS(=O)(=O)OCCCCOS(=O)(=O)C. Cell line: SW-620. Synergy scores: CSS=51.5, Synergy_ZIP=-4.72, Synergy_Bliss=-2.13, Synergy_Loewe=-10.2, Synergy_HSA=-2.28. (3) Drug 1: C(CCl)NC(=O)N(CCCl)N=O. Drug 2: N.N.Cl[Pt+2]Cl. Cell line: UACC62. Synergy scores: CSS=50.6, Synergy_ZIP=-4.43, Synergy_Bliss=-2.72, Synergy_Loewe=-0.791, Synergy_HSA=1.31. (4) Drug 2: C1CN(CCN1C(=O)CCBr)C(=O)CCBr. Synergy scores: CSS=30.9, Synergy_ZIP=-8.29, Synergy_Bliss=-1.01, Synergy_Loewe=-0.806, Synergy_HSA=-0.302. Drug 1: C1=NC2=C(N1)C(=S)N=CN2. Cell line: UO-31. (5) Drug 1: CC1C(C(CC(O1)OC2CC(OC(C2O)C)OC3=CC4=CC5=C(C(=O)C(C(C5)C(C(=O)C(C(C)O)O)OC)OC6CC(C(C(O6)C)O)OC7CC(C(C(O7)C)O)OC8CC(C(C(O8)C)O)(C)O)C(=C4C(=C3C)O)O)O)O. Drug 2: CC1C(C(CC(O1)OC2CC(CC3=C2C(=C4C(=C3O)C(=O)C5=C(C4=O)C(=CC=C5)OC)O)(C(=O)CO)O)N)O.Cl. Cell line: HCT-15. Synergy scores: CSS=16.7, Synergy_ZIP=-2.73, Synergy_Bliss=-1.52, Synergy_Loewe=-5.27, Synergy_HSA=-0.263. (6) Drug 1: C1CCN(CC1)CCOC2=CC=C(C=C2)C(=O)C3=C(SC4=C3C=CC(=C4)O)C5=CC=C(C=C5)O. Drug 2: CN(C(=O)NC(C=O)C(C(C(CO)O)O)O)N=O. Cell line: SF-539. Synergy scores: CSS=-2.69, Synergy_ZIP=0.511, Synergy_Bliss=-0.863, Synergy_Loewe=-2.55, Synergy_HSA=-2.73.